From a dataset of Full USPTO retrosynthesis dataset with 1.9M reactions from patents (1976-2016). Predict the reactants needed to synthesize the given product. (1) Given the product [C:20]([O:24][C:25](=[O:33])[N:26]([CH:28]([C:30](=[O:32])[NH:31][C:10]1[CH:11]=[CH:12][C:13]([N+:14]([O-:16])=[O:15])=[C:8]([NH:7][CH2:6][C:5]2[CH:18]=[CH:19][C:2]([Cl:1])=[CH:3][CH:4]=2)[N:9]=1)[CH3:29])[CH3:27])([CH3:21])([CH3:22])[CH3:23], predict the reactants needed to synthesize it. The reactants are: [Cl:1][C:2]1[CH:19]=[CH:18][C:5]([CH2:6][NH:7][C:8]2[C:13]([N+:14]([O-:16])=[O:15])=[CH:12][CH:11]=[C:10](Cl)[N:9]=2)=[CH:4][CH:3]=1.[C:20]([O:24][C:25](=[O:33])[N:26]([C@H:28]([C:30](=[O:32])[NH2:31])[CH3:29])[CH3:27])([CH3:23])([CH3:22])[CH3:21].C1C=CC(P(C2C(C3C(P(C4C=CC=CC=4)C4C=CC=CC=4)=CC=C4C=3C=CC=C4)=C3C(C=CC=C3)=CC=2)C2C=CC=CC=2)=CC=1.C([O-])([O-])=O.[Cs+].[Cs+]. (2) Given the product [NH2:1][C:4]1[C:5]([N:13]2[CH2:18][CH2:17][CH2:16][C@H:15]([NH:19][C:20](=[O:26])[O:21][C:22]([CH3:24])([CH3:23])[CH3:25])[CH2:14]2)=[C:6]2[CH2:12][CH2:11][CH2:10][C:7]2=[N:8][CH:9]=1, predict the reactants needed to synthesize it. The reactants are: [N+:1]([C:4]1[C:5]([N:13]2[CH2:18][CH2:17][CH2:16][C@H:15]([NH:19][C:20](=[O:26])[O:21][C:22]([CH3:25])([CH3:24])[CH3:23])[CH2:14]2)=[C:6]2[CH2:12][CH2:11][CH2:10][C:7]2=[N:8][CH:9]=1)([O-])=O.[NH4+].[Cl-]. (3) Given the product [CH3:19][C:2]1([CH3:1])[CH2:7][CH2:6][CH2:5][CH:4]([CH:8]([O:10][C:11]([CH3:18])([CH3:17])[CH2:12][CH2:13][C:14](=[O:16])[CH3:15])[CH3:9])[CH2:3]1, predict the reactants needed to synthesize it. The reactants are: [CH3:1][C:2]1([CH3:19])[CH2:7][CH2:6][CH2:5][CH:4]([CH:8]([O:10][C:11]([CH3:18])([CH3:17])[CH:12]=[CH:13][C:14](=[O:16])[CH3:15])[CH3:9])[CH2:3]1.